This data is from Full USPTO retrosynthesis dataset with 1.9M reactions from patents (1976-2016). The task is: Predict the reactants needed to synthesize the given product. (1) The reactants are: [C:1](Cl)(=O)C.C([NH:8][C:9]1[CH:10]=[CH:11][C:12]([Br:18])=[C:13]([CH:17]=1)[C:14]([OH:16])=[O:15])(=O)C. Given the product [CH3:1][O:16][C:14](=[O:15])[C:13]1[CH:17]=[C:9]([NH2:8])[CH:10]=[CH:11][C:12]=1[Br:18], predict the reactants needed to synthesize it. (2) Given the product [CH2:1]([O:5][CH2:6][CH2:7][O:8][C:9]1[CH:10]=[CH:11][C:12]([C:15]2[CH:16]=[CH:17][C:18]3[N:24]([C:25](=[O:30])[C:26]([F:27])([F:29])[F:28])[CH2:23][CH2:22][C:21]([C:31]([NH:35][C:36]4[CH:41]=[CH:40][C:39]([CH:42]([OH:43])[C:44]5[CH:49]=[CH:48][CH:47]=[CH:46][N:45]=5)=[C:38]([CH3:50])[CH:37]=4)=[O:32])=[CH:20][C:19]=3[CH:34]=2)=[CH:13][CH:14]=1)[CH2:2][CH2:3][CH3:4], predict the reactants needed to synthesize it. The reactants are: [CH2:1]([O:5][CH2:6][CH2:7][O:8][C:9]1[CH:14]=[CH:13][C:12]([C:15]2[CH:16]=[CH:17][C:18]3[N:24]([C:25](=[O:30])[C:26]([F:29])([F:28])[F:27])[CH2:23][CH2:22][C:21]([C:31](O)=[O:32])=[CH:20][C:19]=3[CH:34]=2)=[CH:11][CH:10]=1)[CH2:2][CH2:3][CH3:4].[NH2:35][C:36]1[CH:41]=[CH:40][C:39]([CH:42]([C:44]2[CH:49]=[CH:48][CH:47]=[CH:46][N:45]=2)[OH:43])=[C:38]([CH3:50])[CH:37]=1.ON1C2C=CC=CC=2N=N1.C(N(CC)CC)C.